From a dataset of Forward reaction prediction with 1.9M reactions from USPTO patents (1976-2016). Predict the product of the given reaction. (1) The product is: [C:1]([O:5][C:6]([N:8]1[CH2:12][CH2:11][C@H:10]([O:13][C:28]2[C:23]3[CH2:22][N:21]([CH2:14][C:15]4[CH:20]=[CH:19][CH:18]=[CH:17][CH:16]=4)[CH2:31][CH2:30][C:24]=3[N:25]=[CH:26][N:27]=2)[CH2:9]1)=[O:7])([CH3:4])([CH3:2])[CH3:3]. Given the reactants [C:1]([O:5][C:6]([N:8]1[CH2:12][CH2:11][C@H:10]([OH:13])[CH2:9]1)=[O:7])([CH3:4])([CH3:3])[CH3:2].[CH2:14]([N:21]1[CH2:31][CH2:30][C:24]2[N:25]=[CH:26][N:27]=[C:28](Cl)[C:23]=2[CH2:22]1)[C:15]1[CH:20]=[CH:19][CH:18]=[CH:17][CH:16]=1, predict the reaction product. (2) Given the reactants [CH3:1][O:2][C:3](=[O:17])[CH:4]([C:6]1[CH:11]=[C:10]([C:12]([F:15])([F:14])[F:13])[CH:9]=[C:8]([F:16])[CH:7]=1)[OH:5].[H-].[Na+].[H][H].F[C:23]1[CH:28]=[C:27]([Cl:29])[CH:26]=[CH:25][C:24]=1[C:30]([F:33])([F:32])[F:31], predict the reaction product. The product is: [CH3:1][O:2][C:3](=[O:17])[CH:4]([C:6]1[CH:11]=[C:10]([C:12]([F:14])([F:15])[F:13])[CH:9]=[C:8]([F:16])[CH:7]=1)[O:5][C:25]1[CH:26]=[C:27]([Cl:29])[CH:28]=[CH:23][C:24]=1[C:30]([F:31])([F:32])[F:33]. (3) Given the reactants [CH3:1][C:2]1([CH3:21])[CH:11]([N:12]2[C:16]([C:17](O)=[O:18])=[CH:15][N:14]=[CH:13]2)[C:10]2[C:5](=[CH:6][CH:7]=[CH:8][CH:9]=2)[C:4](=[O:20])[O:3]1.C(Cl)(=O)C(Cl)=O.O[NH:29][C:30](=[NH:32])[CH3:31], predict the reaction product. The product is: [CH3:21][C:2]1([CH3:1])[CH:11]([N:12]2[C:16]([C:17]3[O:18][N:32]=[C:30]([CH3:31])[N:29]=3)=[CH:15][N:14]=[CH:13]2)[C:10]2[C:5](=[CH:6][CH:7]=[CH:8][CH:9]=2)[C:4](=[O:20])[O:3]1. (4) Given the reactants [C:1]([O:5][C:6]([N:8]1[CH2:13][CH2:12][CH:11]([C:14]2[CH:19]=[CH:18][C:17]([O:20][CH2:21][CH2:22][CH2:23][O:24][CH2:25][C:26]3[CH:31]=[CH:30][CH:29]=[CH:28][C:27]=3[O:32][CH3:33])=[CH:16][CH:15]=2)[CH:10]([NH2:34])[CH2:9]1)=[O:7])([CH3:4])([CH3:3])[CH3:2].[C:35]1([C:45](Cl)=[O:46])[C:44]2[C:39](=[CH:40][CH:41]=[CH:42][CH:43]=2)[CH:38]=[CH:37][CH:36]=1, predict the reaction product. The product is: [C:1]([O:5][C:6]([N:8]1[CH2:13][CH2:12][CH:11]([C:14]2[CH:19]=[CH:18][C:17]([O:20][CH2:21][CH2:22][CH2:23][O:24][CH2:25][C:26]3[CH:31]=[CH:30][CH:29]=[CH:28][C:27]=3[O:32][CH3:33])=[CH:16][CH:15]=2)[CH:10]([NH:34][C:45]([C:35]2[C:44]3[C:39](=[CH:40][CH:41]=[CH:42][CH:43]=3)[CH:38]=[CH:37][CH:36]=2)=[O:46])[CH2:9]1)=[O:7])([CH3:3])([CH3:4])[CH3:2].[CH3:33][O:32][C:27]1[CH:28]=[CH:29][CH:30]=[CH:31][C:26]=1[CH2:25][O:24][CH2:23][CH2:22][CH2:21][O:20][C:17]1[CH:16]=[CH:15][C:14]([CH:11]2[CH2:12][CH2:13][NH:8][CH2:9][CH:10]2[NH:34][C:45]([C:35]2[C:44]3[C:39](=[CH:40][CH:41]=[CH:42][CH:43]=3)[CH:38]=[CH:37][CH:36]=2)=[O:46])=[CH:19][CH:18]=1. (5) Given the reactants Br[C:2]1[CH:3]=[C:4]2[C:8](=[CH:9][CH:10]=1)[C:7](=[O:11])[N:6]([CH:12]([CH3:14])[CH3:13])[CH2:5]2.[CH3:15][C:16]1([CH3:32])[C:20]([CH3:22])([CH3:21])[O:19][B:18]([B:18]2[O:19][C:20]([CH3:22])([CH3:21])[C:16]([CH3:32])([CH3:15])[O:17]2)[O:17]1, predict the reaction product. The product is: [CH:12]([N:6]1[CH2:5][C:4]2[C:8](=[CH:9][CH:10]=[C:2]([B:18]3[O:19][C:20]([CH3:22])([CH3:21])[C:16]([CH3:32])([CH3:15])[O:17]3)[CH:3]=2)[C:7]1=[O:11])([CH3:14])[CH3:13]. (6) Given the reactants [Cl:1][C:2]1[N:11]=[C:10]([NH:12][C:13]2[CH:18]=[CH:17][CH:16]=[CH:15][CH:14]=2)[C:9]2[C:4](=[CH:5][CH:6]=[CH:7][CH:8]=2)[N:3]=1.[CH3:19][NH:20][S:21]([CH2:24][C:25]1[CH:30]=[CH:29][C:28]([NH2:31])=[CH:27][CH:26]=1)(=[O:23])=[O:22], predict the reaction product. The product is: [ClH:1].[CH3:19][NH:20][S:21]([CH2:24][C:25]1[CH:30]=[CH:29][C:28]([NH:31][C:2]2[N:11]=[C:10]([NH:12][C:13]3[CH:18]=[CH:17][CH:16]=[CH:15][CH:14]=3)[C:9]3[C:4](=[CH:5][CH:6]=[CH:7][CH:8]=3)[N:3]=2)=[CH:27][CH:26]=1)(=[O:22])=[O:23]. (7) Given the reactants I[C:2]1[CH:3]=[C:4]([O:21][C:22]([F:25])([F:24])[F:23])[CH:5]=[C:6]2[C:11]=1[O:10][CH:9]([C:12]([F:15])([F:14])[F:13])[C:8]([C:16]([O:18][CH2:19][CH3:20])=[O:17])=[CH:7]2.[N:26]1[CH:31]=[CH:30][CH:29]=[CH:28][C:27]=1[C:32]#[CH:33], predict the reaction product. The product is: [N:26]1[CH:31]=[CH:30][CH:29]=[CH:28][C:27]=1[C:32]#[C:33][C:2]1[CH:3]=[C:4]([O:21][C:22]([F:24])([F:23])[F:25])[CH:5]=[C:6]2[C:11]=1[O:10][CH:9]([C:12]([F:14])([F:15])[F:13])[C:8]([C:16]([O:18][CH2:19][CH3:20])=[O:17])=[CH:7]2. (8) Given the reactants Br.Cl[C:3]1[CH:4]=[CH:5][C:6]2[N:7]([C:9]([NH2:12])=[N:10][N:11]=2)[N:8]=1.[O-:13][C:14]1[CH:19]=[CH:18][CH:17]=[CH:16][CH:15]=1.[Na+].O, predict the reaction product. The product is: [O:13]([C:3]1[CH:4]=[CH:5][C:6]2[N:7]([C:9]([NH2:12])=[N:10][N:11]=2)[N:8]=1)[C:14]1[CH:19]=[CH:18][CH:17]=[CH:16][CH:15]=1. (9) Given the reactants CN(C(ON1N=NC2C=CC=NC1=2)=[N+](C)C)C.F[P-](F)(F)(F)(F)F.[F:25][C:26]1[CH:34]=[CH:33][C:32]([C:35]2[CH:36]=[C:37]3[C:49]([C:50](=[O:53])[NH:51][CH3:52])=[C:48]([C:54]4[CH:59]=[CH:58][C:57]([F:60])=[CH:56][CH:55]=4)[O:47][C:38]3=[N:39][C:40]=2[NH:41][CH2:42][C:43]([F:46])([F:45])[F:44])=[CH:31][C:27]=1[C:28]([OH:30])=O.C(N(C(C)C)C(C)C)C.Cl.[O:71]1[CH:75]=[N:74][C:73]([C:76]([NH2:79])([CH3:78])[CH3:77])=[N:72]1, predict the reaction product. The product is: [O:71]1[CH:75]=[N:74][C:73]([C:76]([NH:79][C:28]([C:27]2[CH:31]=[C:32]([C:35]3[CH:36]=[C:37]4[C:49]([C:50]([NH:51][CH3:52])=[O:53])=[C:48]([C:54]5[CH:55]=[CH:56][C:57]([F:60])=[CH:58][CH:59]=5)[O:47][C:38]4=[N:39][C:40]=3[NH:41][CH2:42][C:43]([F:46])([F:45])[F:44])[CH:33]=[CH:34][C:26]=2[F:25])=[O:30])([CH3:78])[CH3:77])=[N:72]1. (10) The product is: [Br:26][C:22]1[C:23]([F:25])=[CH:24][C:19]([C:13]2[C:12]3[C:17](=[CH:18][C:9]([S:8]([O:51][C:42]4[C:41]([F:40])=[C:46]([F:47])[C:45]([F:48])=[C:44]([F:49])[C:43]=4[F:50])(=[O:37])=[O:59])=[CH:10][CH:11]=3)[N:16]=[CH:15][N:14]=2)=[C:20]([O:27][CH3:28])[CH:21]=1. Given the reactants C([S:8][C:9]1[CH:18]=[C:17]2[C:12]([C:13]([C:19]3[CH:24]=[C:23]([F:25])[C:22]([Br:26])=[CH:21][C:20]=3[O:27][CH3:28])=[N:14][CH:15]=[N:16]2)=[CH:11][CH:10]=1)C1C=CC=CC=1.ClN1C(C)(C)C(=[O:37])N(Cl)C1=O.[F:40][C:41]1[C:46]([F:47])=[C:45]([F:48])[C:44]([F:49])=[C:43]([F:50])[C:42]=1[OH:51].C(N(CC)CC)C.[OH2:59], predict the reaction product.